Dataset: Forward reaction prediction with 1.9M reactions from USPTO patents (1976-2016). Task: Predict the product of the given reaction. Given the reactants [O:1]=[C:2]1[C:11]2[C:6](=[CH:7][CH:8]=[CH:9][CH:10]=2)[CH:5]=[CH:4][N:3]1[CH2:12][C:13]([O:15]C(C)(C)C)=[O:14].FC(F)(F)C(O)=O, predict the reaction product. The product is: [O:1]=[C:2]1[C:11]2[C:6](=[CH:7][CH:8]=[CH:9][CH:10]=2)[CH:5]=[CH:4][N:3]1[CH2:12][C:13]([OH:15])=[O:14].